From a dataset of Tyrosyl-DNA phosphodiesterase HTS with 341,365 compounds. Binary Classification. Given a drug SMILES string, predict its activity (active/inactive) in a high-throughput screening assay against a specified biological target. The compound is S1c2c(nc(SCC(=O)NCC3OCCC3)n(c2=O)c2ccc(F)cc2)CC1. The result is 0 (inactive).